From a dataset of hERG potassium channel inhibition data for cardiac toxicity prediction from Karim et al.. Regression/Classification. Given a drug SMILES string, predict its toxicity properties. Task type varies by dataset: regression for continuous values (e.g., LD50, hERG inhibition percentage) or binary classification for toxic/non-toxic outcomes (e.g., AMES mutagenicity, cardiotoxicity, hepatotoxicity). Dataset: herg_karim. (1) The molecule is COc1cc(C=Cc2nc3sc4c(c3c(=O)[nH]2)CCC4)ccc1-n1cnc(C)c1. The result is 1 (blocker). (2) The molecule is COc1cc(N2C(=O)N(c3ccc(-c4ccccc4C(=O)O)cc3)C(=O)C23CCN(Cc2ncccc2C)CC3)ncn1. The result is 1 (blocker). (3) The compound is Cc1c(CCN2CCN(C(=O)Cc3ccc(-n4cnnn4)nc3)CC2)ccc2c1COC2=O. The result is 0 (non-blocker). (4) The compound is COc1cccc(-c2ncccc2CC(c2cccnc2)c2cccnc2)c1. The result is 0 (non-blocker). (5) The molecule is CN(C)C(=O)COc1ccc2c(c1)Cc1c(-c3csc(C#CCOc4ccccc4)c3)n[nH]c1-2. The result is 0 (non-blocker). (6) The result is 0 (non-blocker). The molecule is COc1cc2c(cc1-c1c(C)noc1C)ncc1[nH]c(=O)n([C@H](C)c3ccccn3)c12. (7) The molecule is Nc1cncc(Nc2ccc(Oc3ccc(OC(F)(F)F)cc3)cc2)n1. The result is 1 (blocker). (8) The compound is N#Cc1ccc(Cn2cncc2C[N+]C2CCN(Cc3ccccc3)C2=O)cc1. The result is 1 (blocker). (9) The molecule is c1ccc(CCCNCCN(c2ccccc2)c2ccccc2)cc1. The result is 1 (blocker).